Regression. Given two drug SMILES strings and cell line genomic features, predict the synergy score measuring deviation from expected non-interaction effect. From a dataset of Merck oncology drug combination screen with 23,052 pairs across 39 cell lines. (1) Drug 1: N.N.O=C(O)C1(C(=O)O)CCC1.[Pt]. Drug 2: CNC(=O)c1cc(Oc2ccc(NC(=O)Nc3ccc(Cl)c(C(F)(F)F)c3)cc2)ccn1. Cell line: CAOV3. Synergy scores: synergy=-47.2. (2) Drug 1: N#Cc1ccc(Cn2cncc2CN2CCN(c3cccc(Cl)c3)C(=O)C2)cc1. Drug 2: O=C(NOCC(O)CO)c1ccc(F)c(F)c1Nc1ccc(I)cc1F. Cell line: SW620. Synergy scores: synergy=15.9. (3) Synergy scores: synergy=-6.04. Drug 1: CC1CC2C3CCC4=CC(=O)C=CC4(C)C3(F)C(O)CC2(C)C1(O)C(=O)CO. Drug 2: C=CCn1c(=O)c2cnc(Nc3ccc(N4CCN(C)CC4)cc3)nc2n1-c1cccc(C(C)(C)O)n1. Cell line: A2058. (4) Drug 1: CN(C)C(=N)N=C(N)N. Drug 2: CC1(c2nc3c(C(N)=O)cccc3[nH]2)CCCN1. Cell line: A2058. Synergy scores: synergy=8.24. (5) Drug 1: CS(=O)(=O)CCNCc1ccc(-c2ccc3ncnc(Nc4ccc(OCc5cccc(F)c5)c(Cl)c4)c3c2)o1. Drug 2: Cc1nc(Nc2ncc(C(=O)Nc3c(C)cccc3Cl)s2)cc(N2CCN(CCO)CC2)n1. Cell line: DLD1. Synergy scores: synergy=66.1.